From a dataset of Skin sensitization/reaction prediction data. Regression/Classification. Given a drug SMILES string, predict its toxicity properties. Task type varies by dataset: regression for continuous values (e.g., LD50, hERG inhibition percentage) or binary classification for toxic/non-toxic outcomes (e.g., AMES mutagenicity, cardiotoxicity, hepatotoxicity). Dataset: skin_reaction. (1) The compound is O=C1C=CC2(O)C3Cc4ccc(O)c5c4C2(CCN3)C1O5. The result is 1 (causes skin reaction). (2) The molecule is C=C(Cl)Cl. The result is 0 (no skin reaction). (3) The compound is CCCCNC(=O)OC#CCI. The result is 1 (causes skin reaction). (4) The molecule is O=CC=Cc1ccccc1. The result is 1 (causes skin reaction). (5) The molecule is C=CCc1ccc(O)c(OC)c1. The result is 1 (causes skin reaction).